From a dataset of Catalyst prediction with 721,799 reactions and 888 catalyst types from USPTO. Predict which catalyst facilitates the given reaction. Reactant: [Cl:1][C:2]1[C:24]([O:25][CH:26]([CH3:28])[CH3:27])=[CH:23][C:5]2[N:6]([CH:10]3[CH2:15][CH2:14][N:13](C(OC(C)(C)C)=O)[CH2:12][CH2:11]3)[C:7](=[O:9])[NH:8][C:4]=2[CH:3]=1.FC(F)(F)C(O)=O. Product: [Cl:1][C:2]1[C:24]([O:25][CH:26]([CH3:28])[CH3:27])=[CH:23][C:5]2[N:6]([CH:10]3[CH2:11][CH2:12][NH:13][CH2:14][CH2:15]3)[C:7](=[O:9])[NH:8][C:4]=2[CH:3]=1. The catalyst class is: 4.